This data is from Catalyst prediction with 721,799 reactions and 888 catalyst types from USPTO. The task is: Predict which catalyst facilitates the given reaction. (1) Reactant: [CH:1]1([C:4]2[CH:5]=[CH:6][C:7]([N+:26]([O-])=O)=[C:8]([NH:10][CH:11]3[CH2:16][CH2:15][N:14]([C@H:17]4[CH2:22][CH2:21][C@H:20]([O:23][CH2:24][CH3:25])[CH2:19][CH2:18]4)[CH2:13][CH2:12]3)[CH:9]=2)[CH2:3][CH2:2]1.O.NN. Product: [CH:1]1([C:4]2[CH:9]=[C:8]([NH:10][CH:11]3[CH2:12][CH2:13][N:14]([C@H:17]4[CH2:22][CH2:21][C@H:20]([O:23][CH2:24][CH3:25])[CH2:19][CH2:18]4)[CH2:15][CH2:16]3)[C:7]([NH2:26])=[CH:6][CH:5]=2)[CH2:2][CH2:3]1. The catalyst class is: 171. (2) Reactant: [NH2:1][C:2]1[C:11]([OH:12])=[CH:10][CH:9]=[C:4]([C:5]([O:7]C)=[O:6])[C:3]=1[C:13]([O:15]C)=[O:14].[OH-].[Na+]. Product: [NH2:1][C:2]1[C:11]([OH:12])=[CH:10][CH:9]=[C:4]([C:5]([OH:7])=[O:6])[C:3]=1[C:13]([OH:15])=[O:14]. The catalyst class is: 40. (3) Reactant: [CH3:1][N:2]1[C:10]2[C:5](=[N:6][C:7]([C@@H:17]([NH2:19])[CH3:18])=[C:8]([CH:11]3[CH2:16][CH2:15][O:14][CH2:13][CH2:12]3)[CH:9]=2)[CH:4]=[CH:3]1.[NH2:20][C:21]1[N:26]=[C:25](Cl)[C:24]([C:28]#[N:29])=[C:23]([CH3:30])[N:22]=1.CCN(CC)CC. Product: [NH2:20][C:21]1[N:22]=[C:23]([CH3:30])[C:24]([C:28]#[N:29])=[C:25]([NH:19][C@H:17]([C:7]2[N:6]=[C:5]3[CH:4]=[CH:3][N:2]([CH3:1])[C:10]3=[CH:9][C:8]=2[CH:11]2[CH2:16][CH2:15][O:14][CH2:13][CH2:12]2)[CH3:18])[N:26]=1. The catalyst class is: 3. (4) Reactant: [CH3:1][O:2][C:3]([C:5]1[CH:6]([C:24]2[CH:29]=[CH:28][C:27]([C:30]#[N:31])=[CH:26][CH:25]=2)[N:7]=[C:8]([NH:22][NH2:23])[N:9]([C:12]2[CH:17]=[CH:16][CH:15]=[C:14]([C:18]([F:21])([F:20])[F:19])[CH:13]=2)[C:10]=1[CH3:11])=[O:4].C(N(CC)CC)C.Cl[C:40]([O:42][CH2:43]C)=[O:41]. Product: [CH3:1][O:2][C:3]([C:5]1[CH:6]([C:24]2[CH:25]=[CH:26][C:27]([C:30]#[N:31])=[CH:28][CH:29]=2)[N:7]=[C:8]([NH:22][NH:23][C:40]([O:42][CH3:43])=[O:41])[N:9]([C:12]2[CH:17]=[CH:16][CH:15]=[C:14]([C:18]([F:19])([F:20])[F:21])[CH:13]=2)[C:10]=1[CH3:11])=[O:4]. The catalyst class is: 1. (5) Reactant: [CH3:1][C:2]1[N:12]([CH2:13][C:14]2[CH:19]=[CH:18][C:17]([NH:20][CH2:21][CH:22]3[CH2:27][CH2:26][NH:25][CH2:24][CH2:23]3)=[CH:16][CH:15]=2)[C:5]2=[N:6][C:7]([CH3:11])=[CH:8][C:9]([CH3:10])=[C:4]2[N:3]=1.[CH3:28][C:29]([CH3:31])=O.C(O[BH-](OC(=O)C)OC(=O)C)(=O)C.[Na+].[OH-].[Na+]. Product: [CH3:1][C:2]1[N:12]([CH2:13][C:14]2[CH:19]=[CH:18][C:17]([NH:20][CH2:21][CH:22]3[CH2:23][CH2:24][N:25]([CH:29]([CH3:31])[CH3:28])[CH2:26][CH2:27]3)=[CH:16][CH:15]=2)[C:5]2=[N:6][C:7]([CH3:11])=[CH:8][C:9]([CH3:10])=[C:4]2[N:3]=1. The catalyst class is: 26. (6) Reactant: [Br:1][C:2]1[CH:27]=[CH:26][C:5]([CH2:6][C@@:7]23[CH2:14][C@@H:13]([OH:15])[CH2:12][N:11]2[C:10](=[O:16])[N:9]([C:17]2[CH:22]=[C:21]([Cl:23])[CH:20]=[C:19]([Cl:24])[CH:18]=2)[C:8]3=[O:25])=[CH:4][CH:3]=1.[CH3:28][CH2:29][O:30]C(/N=N/C(OCC)=O)=O.C1(P(C2C=CC=CC=2)C2C=CC=CC=2)C=CC=CC=1.C(O)(=O)C. Product: [Br:1][C:2]1[CH:3]=[CH:4][C:5]([CH2:6][C@@:7]23[CH2:14][C@H:13]([O:15][C:29](=[O:30])[CH3:28])[CH2:12][N:11]2[C:10](=[O:16])[N:9]([C:17]2[CH:18]=[C:19]([Cl:24])[CH:20]=[C:21]([Cl:23])[CH:22]=2)[C:8]3=[O:25])=[CH:26][CH:27]=1. The catalyst class is: 1.